Dataset: Forward reaction prediction with 1.9M reactions from USPTO patents (1976-2016). Task: Predict the product of the given reaction. (1) The product is: [C:21]([C:17]1[CH:16]=[C:15]([NH:14][C:5]2[C:4]3[C:9](=[CH:10][C:11]([O:12][CH3:13])=[C:2]([O:1][S:32]([C:31]([F:44])([F:43])[F:30])(=[O:34])=[O:33])[CH:3]=3)[N:8]=[CH:7][N:6]=2)[CH:20]=[CH:19][CH:18]=1)(=[O:23])[CH3:22]. Given the reactants [OH:1][C:2]1[CH:3]=[C:4]2[C:9](=[CH:10][C:11]=1[O:12][CH3:13])[N:8]=[CH:7][N:6]=[C:5]2[NH:14][C:15]1[CH:16]=[C:17]([C:21](=[O:23])[CH3:22])[CH:18]=[CH:19][CH:20]=1.N1C=CC=CC=1.[F:30][C:31]([F:44])([F:43])[S:32](O[S:32]([C:31]([F:44])([F:43])[F:30])(=[O:34])=[O:33])(=[O:34])=[O:33], predict the reaction product. (2) Given the reactants C[O:2]/[CH:3]=[C:4]1\[CH2:5][CH2:6][C:7]2[C:8]([C:13]#[N:14])=[CH:9][CH:10]=[CH:11][C:12]\1=2.B(Br)(Br)Br, predict the reaction product. The product is: [CH:3]([CH:4]1[C:12]2[CH:11]=[CH:10][CH:9]=[C:8]([C:13]#[N:14])[C:7]=2[CH2:6][CH2:5]1)=[O:2].